This data is from Reaction yield outcomes from USPTO patents with 853,638 reactions. The task is: Predict the reaction yield, written as a fraction of the theoretical maximum amount of product (1.0 means a 100% yield; for example, 0.34 means a 34% yield). (1) The reactants are C(OC([N:8]1[CH2:11][C:10]([CH3:29])([O:12][C:13]2[CH:14]=[C:15]3[C:24](=[CH:25][CH:26]=2)[O:23][CH2:22][C:21]2[N:16]3[CH:17]([CH3:28])[C:18](=[O:27])[NH:19][N:20]=2)[CH2:9]1)=O)(C)(C)C.[C:30]([OH:36])([C:32]([F:35])([F:34])[F:33])=[O:31]. The catalyst is C(Cl)Cl. The product is [F:33][C:32]([F:35])([F:34])[C:30]([OH:36])=[O:31].[CH3:28][CH:17]1[N:16]2[C:21]([CH2:22][O:23][C:24]3[C:15]2=[CH:14][C:13]([O:12][C:10]2([CH3:29])[CH2:9][NH:8][CH2:11]2)=[CH:26][CH:25]=3)=[N:20][NH:19][C:18]1=[O:27]. The yield is 0.680. (2) The reactants are ClC1C(C[F:9])=CC=CN=1.[CH3:10][O:11][C:12]1[CH:19]=[CH:18][C:15]([CH2:16][NH2:17])=[CH:14][CH:13]=1.CC[N:22]([CH:26](C)C)C(C)C.[CH2:29](O)[CH2:30][CH2:31][CH3:32]. The catalyst is CN(C1C=CN=CC=1)C. The product is [F:9][C:32]1[C:26]([NH:17][CH2:16][C:15]2[CH:18]=[CH:19][C:12]([O:11][CH3:10])=[CH:13][CH:14]=2)=[N:22][CH:29]=[CH:30][CH:31]=1. The yield is 0.340. (3) The reactants are [CH:1]1([C:6]([C:11]2[CH:16]=[CH:15][CH:14]=[CH:13][CH:12]=2)([OH:10])[C:7]([OH:9])=[O:8])[CH2:5][CH2:4][CH2:3][CH2:2]1.[C:17](=O)([O-])[O-].[K+].[K+].CI.O. The catalyst is CN(C=O)C.C(Cl)Cl. The product is [CH:1]1([C:6]([C:11]2[CH:16]=[CH:15][CH:14]=[CH:13][CH:12]=2)([OH:10])[C:7]([O:9][CH3:17])=[O:8])[CH2:5][CH2:4][CH2:3][CH2:2]1. The yield is 0.640.